This data is from Reaction yield outcomes from USPTO patents with 853,638 reactions. The task is: Predict the reaction yield, written as a fraction of the theoretical maximum amount of product (1.0 means a 100% yield; for example, 0.34 means a 34% yield). (1) The reactants are [CH:1]([N:4]1[C:9]([CH3:10])=[CH:8][CH:7]=[C:6]([C:11]([O:13][CH2:14][CH3:15])=[O:12])[C:5]1=[O:16])([CH3:3])[CH3:2].[CH:17]([N-]C(C)C)(C)C.[Li+].CI. The catalyst is O1CCCC1. The product is [CH2:10]([C:9]1[N:4]([CH:1]([CH3:2])[CH3:3])[C:5](=[O:16])[C:6]([C:11]([O:13][CH2:14][CH3:15])=[O:12])=[CH:7][CH:8]=1)[CH3:17]. The yield is 0.230. (2) The reactants are [NH2:1][C:2]1[S:3][CH:4]=[CH:5][N:6]=1.Cl[C:8](=[O:14])[CH2:9][C:10]([O:12]C)=[O:11].[Li+].[OH-].O.Cl. The catalyst is C(Cl)Cl.C1COCC1.O. The product is [O:14]=[C:8]([NH:1][C:2]1[S:3][CH:4]=[CH:5][N:6]=1)[CH2:9][C:10]([OH:12])=[O:11]. The yield is 0.690. (3) The reactants are [C:1]1([S:7]([C:9]2[CH:14]=[CH:13][CH:12]=[CH:11][CH:10]=2)=O)[CH:6]=[CH:5][CH:4]=[CH:3][CH:2]=1.[CH2:15]([C:17]1[CH:30]=[C:29]([CH2:31][CH3:32])[C:28]2[S:27][C:26]3[C:21](=[CH:22][CH:23]=[CH:24][CH:25]=3)[C:20](=[O:33])[C:19]=2[CH:18]=1)[CH3:16].[F:34][C:35]([F:48])([F:47])[S:36]([O:39]S(C(F)(F)F)(=O)=O)(=[O:38])=[O:37]. The catalyst is ClCCl. The product is [F:34][C:35]([F:48])([F:47])[S:36]([O-:39])(=[O:38])=[O:37].[C:9]1([S+:7]([C:1]2[CH:2]=[CH:3][CH:4]=[CH:5][CH:6]=2)[C:23]2[CH:24]=[CH:25][C:26]3[S:27][C:28]4[C:19](=[CH:18][C:17]([CH2:15][CH3:16])=[CH:30][C:29]=4[CH2:31][CH3:32])[C:20](=[O:33])[C:21]=3[CH:22]=2)[CH:10]=[CH:11][CH:12]=[CH:13][CH:14]=1. The yield is 0.640. (4) The reactants are C(OC(=O)[NH:7][CH2:8][C:9]([NH:11][CH2:12][C:13]1[NH:17][C:16]2[CH:18]=[C:19]([C:22]3[C:30]4[C:25](=[CH:26][C:27]([F:31])=[CH:28][CH:29]=4)[NH:24][CH:23]=3)[CH:20]=[CH:21][C:15]=2[N:14]=1)=[O:10])(C)(C)C.Cl. The catalyst is C1COCC1. The product is [NH2:7][CH2:8][C:9]([NH:11][CH2:12][C:13]1[NH:17][C:16]2[CH:18]=[C:19]([C:22]3[C:30]4[C:25](=[CH:26][C:27]([F:31])=[CH:28][CH:29]=4)[NH:24][CH:23]=3)[CH:20]=[CH:21][C:15]=2[N:14]=1)=[O:10]. The yield is 0.150. (5) The reactants are Br[C:2]1[CH:7]=[CH:6][C:5]([C:8]([CH3:12])([CH3:11])[CH2:9][OH:10])=[CH:4][CH:3]=1.CC1(C)COB(B2OCC(C)(C)CO2)OC1.C([O-])(=O)C.[K+].Br[C:35]1[CH:36]=[C:37]2[C:41](=[CH:42][C:43]=1[Cl:44])[NH:40][N:39]=[C:38]2[C:45]([OH:47])=[O:46].C(=O)([O-])[O-].[K+].[K+].Cl. The catalyst is O1CCOCC1.C1C=CC(P(C2C=CC=CC=2)[C-]2C=CC=C2)=CC=1.C1C=CC(P(C2C=CC=CC=2)[C-]2C=CC=C2)=CC=1.Cl[Pd]Cl.[Fe+2].O.CCO. The product is [Cl:44][C:43]1[CH:42]=[C:41]2[C:37]([C:38]([C:45]([OH:47])=[O:46])=[N:39][NH:40]2)=[CH:36][C:35]=1[C:2]1[CH:7]=[CH:6][C:5]([C:8]([CH3:12])([CH3:11])[CH2:9][OH:10])=[CH:4][CH:3]=1. The yield is 0.200.